This data is from Full USPTO retrosynthesis dataset with 1.9M reactions from patents (1976-2016). The task is: Predict the reactants needed to synthesize the given product. (1) Given the product [F:15][C:10]1[CH:9]=[C:8]([C:6]2[N:5]3[N:16]=[C:17]([CH3:20])[C:18]([I:19])=[C:4]3[N:3]=[C:2]([N:30]3[CH2:34][CH2:33][CH2:32][C@H:31]3[CH2:35][OH:36])[CH:7]=2)[CH:13]=[C:12]([F:14])[CH:11]=1, predict the reactants needed to synthesize it. The reactants are: Cl[C:2]1[CH:7]=[C:6]([C:8]2[CH:13]=[C:12]([F:14])[CH:11]=[C:10]([F:15])[CH:9]=2)[N:5]2[N:16]=[C:17]([CH3:20])[C:18]([I:19])=[C:4]2[N:3]=1.CCN(C(C)C)C(C)C.[NH:30]1[CH2:34][CH2:33][CH2:32][C@H:31]1[CH2:35][OH:36]. (2) Given the product [Cl:38][C:35]1[CH:36]=[CH:37][C:32]([C@H:30]([O:29][C:27]([NH:26][C:25]2[CH:24]=[C:23]([F:39])[S:22][C:21]=2[C:18]2[CH:19]=[CH:20][C:15]([C:12]3[CH:13]=[CH:14][C:9]([C:6]4([C:4]([OH:5])=[O:3])[CH2:7][CH2:8]4)=[CH:10][CH:11]=3)=[CH:16][CH:17]=2)=[O:28])[CH3:31])=[CH:33][CH:34]=1, predict the reactants needed to synthesize it. The reactants are: C([O:3][C:4]([C:6]1([C:9]2[CH:14]=[CH:13][C:12]([C:15]3[CH:20]=[CH:19][C:18]([C:21]4[S:22][C:23]([F:39])=[CH:24][C:25]=4[NH:26][C:27]([O:29][C@@H:30]([C:32]4[CH:37]=[CH:36][C:35]([Cl:38])=[CH:34][CH:33]=4)[CH3:31])=[O:28])=[CH:17][CH:16]=3)=[CH:11][CH:10]=2)[CH2:8][CH2:7]1)=[O:5])C.O1CCCC1.[OH-].[Na+].Cl. (3) The reactants are: B([O-])[O-].Br[C:5]1[C:13]2[C:8](=[N:9][CH:10]=[C:11]([C:14]3[CH:19]=[CH:18][CH:17]=[CH:16][CH:15]=3)[CH:12]=2)[N:7]([S:20]([C:23]2[CH:28]=[CH:27][C:26]([CH3:29])=[CH:25][CH:24]=2)(=[O:22])=[O:21])[CH:6]=1.[F:30][C:31]1[CH:32]=[C:33](B(O)O)[CH:34]=[CH:35][C:36]=1[O:37][CH3:38].C(=O)([O-])[O-].[Na+].[Na+]. Given the product [F:30][C:31]1[CH:32]=[C:33]([C:5]2[C:13]3[C:8](=[N:9][CH:10]=[C:11]([C:14]4[CH:19]=[CH:18][CH:17]=[CH:16][CH:15]=4)[CH:12]=3)[N:7]([S:20]([C:23]3[CH:28]=[CH:27][C:26]([CH3:29])=[CH:25][CH:24]=3)(=[O:22])=[O:21])[CH:6]=2)[CH:34]=[CH:35][C:36]=1[O:37][CH3:38], predict the reactants needed to synthesize it.